Dataset: Forward reaction prediction with 1.9M reactions from USPTO patents (1976-2016). Task: Predict the product of the given reaction. (1) Given the reactants C1(P(C2C=CC=CC=2)C2C=CC=CC=2)C=CC=CC=1.[O:20]1[CH2:25][CH2:24][N:23]([CH2:26][CH2:27][OH:28])[CH2:22][CH2:21]1.[CH3:29][C:30]1([CH3:44])[C:34]([CH3:36])([CH3:35])[O:33][B:32]([C:37]2[CH:42]=[CH:41][C:40](O)=[CH:39][CH:38]=2)[O:31]1.N(C(N1CCCCC1)=O)=NC(N1CCCCC1)=O, predict the reaction product. The product is: [CH3:35][C:34]1([CH3:36])[C:30]([CH3:29])([CH3:44])[O:31][B:32]([C:37]2[CH:42]=[CH:41][C:40]([O:28][CH2:27][CH2:26][N:23]3[CH2:24][CH2:25][O:20][CH2:21][CH2:22]3)=[CH:39][CH:38]=2)[O:33]1. (2) The product is: [C:6]([O:8][CH3:9])(=[O:7])[CH2:5][CH2:4][CH2:3][CH2:2][CH2:1][CH2:35][CH2:34][CH2:33][CH2:32][CH2:31][CH2:30][CH2:29][CH2:28][CH2:27][CH2:26][CH2:25][CH3:24]. Given the reactants [CH2:1](O)[C@H:2]1[O:7][C@H:6]([O:8][C@:9]2(CO)O[C@H](CO)[C@@H](O)[C@@H]2O)[C@H:5](O)[C@@H:4](O)[C@@H:3]1O.[C:24]([O-])(=O)[CH2:25][CH2:26][CH2:27][CH2:28][CH2:29][CH2:30][CH2:31][CH2:32][CH2:33][CH2:34][CH2:35]CCCCCC.[Na+], predict the reaction product. (3) Given the reactants [OH-].[Li+].[CH3:3][N:4]1[C:9]2=[CH:10][N:11]([CH2:20][CH2:21][CH2:22][C:23]([O:25]CC)=[O:24])[C:12]([C:13]3[CH:14]=[C:15]([CH3:19])[CH:16]=[CH:17][CH:18]=3)=[C:8]2[C:7](=[O:28])[N:6]([CH3:29])[C:5]1=[O:30].O, predict the reaction product. The product is: [CH3:3][N:4]1[C:9]2=[CH:10][N:11]([CH2:20][CH2:21][CH2:22][C:23]([OH:25])=[O:24])[C:12]([C:13]3[CH:14]=[C:15]([CH3:19])[CH:16]=[CH:17][CH:18]=3)=[C:8]2[C:7](=[O:28])[N:6]([CH3:29])[C:5]1=[O:30]. (4) Given the reactants [CH3:1][C:2]1[CH:10]=[CH:9][C:5]([C:6]([NH2:8])=O)=[CH:4][CH:3]=1.[CH:11]([NH2:13])=[O:12], predict the reaction product. The product is: [CH:11]([N:13]=[C:6]([NH2:8])[C:5]1[CH:9]=[CH:10][C:2]([CH3:1])=[CH:3][CH:4]=1)=[O:12]. (5) Given the reactants [NH2:1][S:2]([C:5]1[CH:10]=[CH:9][C:8]([CH2:11][CH2:12][NH:13][CH2:14][C:15]2[CH:16]=[C:17]([C:21]3[CH:26]=[CH:25][CH:24]=[C:23]([C:27]([NH:29][CH2:30][CH2:31][N:32]4[CH2:36][CH2:35][CH2:34][CH2:33]4)=[O:28])[CH:22]=3)[CH:18]=[CH:19][CH:20]=2)=[CH:7][CH:6]=1)(=[O:4])=[O:3].[C:37](O)(=[O:46])/[CH:38]=[CH:39]/[C:40]1[CH:45]=[CH:44][CH:43]=[CH:42][CH:41]=1.C(N=C=NCCCN(C)C)C.ON1C2C=CC=CC=2N=N1, predict the reaction product. The product is: [NH2:1][S:2]([C:5]1[CH:6]=[CH:7][C:8]([CH2:11][CH2:12][N:13]([CH2:14][C:15]2[CH:16]=[C:17]([C:21]3[CH:26]=[CH:25][CH:24]=[C:23]([C:27]([NH:29][CH2:30][CH2:31][N:32]4[CH2:36][CH2:35][CH2:34][CH2:33]4)=[O:28])[CH:22]=3)[CH:18]=[CH:19][CH:20]=2)[C:37](=[O:46])/[CH:38]=[CH:39]/[C:40]2[CH:45]=[CH:44][CH:43]=[CH:42][CH:41]=2)=[CH:9][CH:10]=1)(=[O:4])=[O:3]. (6) Given the reactants Cl.[Cl:2]C1C=CC(C2C=CC(S(NC3[C:29]([O:30]C)=CC4CCNCCC=4C=3)(=O)=O)=CC=2)=CC=1.[Cl:32][C:33]1[CH:38]=[CH:37][C:36]([C:39]2[CH:44]=[CH:43][C:42]([S:45]([NH:48][C:49]3[CH:60]=[CH:59][C:52]4[CH2:53][CH2:54][N:55]([CH3:58])[CH2:56][CH2:57][C:51]=4[CH:50]=3)(=[O:47])=[O:46])=[CH:41][CH:40]=2)=[CH:35][CH:34]=1, predict the reaction product. The product is: [ClH:2].[Cl:32][C:33]1[CH:34]=[CH:35][C:36]([C:39]2[CH:40]=[CH:41][C:42]([S:45]([NH:48][C:49]3[C:60]([O:30][CH3:29])=[CH:59][C:52]4[CH2:53][CH2:54][N:55]([CH3:58])[CH2:56][CH2:57][C:51]=4[CH:50]=3)(=[O:47])=[O:46])=[CH:43][CH:44]=2)=[CH:37][CH:38]=1. (7) The product is: [Cl:17][C:18]1[CH:19]=[C:20]([NH:21][C:10](=[O:12])/[CH:9]=[CH:8]/[C:4]2[CH:5]=[CH:6][CH:7]=[C:2]([OH:1])[CH:3]=2)[CH:22]=[CH:23][CH:24]=1. Given the reactants [OH:1][C:2]1[CH:3]=[C:4](/[CH:8]=[CH:9]/[C:10]([OH:12])=O)[CH:5]=[CH:6][CH:7]=1.S(Cl)(Cl)=O.[Cl:17][C:18]1[CH:19]=[C:20]([CH:22]=[CH:23][CH:24]=1)[NH2:21].C(N(CC)CC)C, predict the reaction product. (8) Given the reactants Br[C:2]1[CH:7]=[CH:6][C:5]([O:8][C:9]([F:12])([F:11])[F:10])=[C:4]([CH3:13])[CH:3]=1.[I-:14].[Na+].CN[C@@H]1CCCC[C@H]1NC, predict the reaction product. The product is: [I:14][C:2]1[CH:7]=[CH:6][C:5]([O:8][C:9]([F:12])([F:11])[F:10])=[C:4]([CH3:13])[CH:3]=1.